Dataset: Catalyst prediction with 721,799 reactions and 888 catalyst types from USPTO. Task: Predict which catalyst facilitates the given reaction. (1) Reactant: CN([CH:4]=[C:5]1[CH2:9][N:8]([C:10]([C:23]2[CH:28]=[CH:27][CH:26]=[CH:25][CH:24]=2)([C:17]2[CH:22]=[CH:21][CH:20]=[CH:19][CH:18]=2)[C:11]2[CH:16]=[CH:15][CH:14]=[CH:13][CH:12]=2)[CH2:7][C:6]1=O)C.[O-]CC.[Na+].S(O)(O)(=O)=O.[CH3:39][S:40][C:41](=[NH:43])[NH2:42]. Product: [CH3:39][S:40][C:41]1[N:42]=[CH:4][C:5]2[CH2:9][N:8]([C:10]([C:23]3[CH:28]=[CH:27][CH:26]=[CH:25][CH:24]=3)([C:17]3[CH:18]=[CH:19][CH:20]=[CH:21][CH:22]=3)[C:11]3[CH:16]=[CH:15][CH:14]=[CH:13][CH:12]=3)[CH2:7][C:6]=2[N:43]=1. The catalyst class is: 8. (2) Reactant: [C:1]([N:8]1[CH:12]=[CH:11]N=C1)(N1C=CN=C1)=[O:2].[NH2:13][C:14]1[C:22]([NH2:23])=[CH:21][CH:20]=[CH:19][C:15]=1[C:16]([NH2:18])=[O:17].[CH3:24][N:25]([CH3:28])C=O. Product: [NH2:13][C:14]1[C:15]([C:16](=[O:17])[NH2:18])=[CH:19][CH:20]=[CH:21][C:22]=1[NH:23][C:16](=[O:17])[C:15]1[CH:14]=[CH:22][C:24]([C:11]2[O:2][CH:1]=[N:8][CH:12]=2)=[N:25][CH:28]=1. The catalyst class is: 17. (3) Reactant: [Cl:1][C:2]1[CH:3]=[C:4]([CH:29]=[CH:30][C:31]=1[Cl:32])[C:5]([NH:7][C:8]1[CH:28]=[CH:27][C:11]([CH2:12][C:13]2[N:18]3[CH:19]=[CH:20][N:21]=[C:17]3[C:16]([CH2:22][C:23]([O:25]C)=[O:24])=[CH:15][N:14]=2)=[CH:10][CH:9]=1)=[O:6].[OH-].[Na+]. Product: [Cl:1][C:2]1[CH:3]=[C:4]([CH:29]=[CH:30][C:31]=1[Cl:32])[C:5]([NH:7][C:8]1[CH:28]=[CH:27][C:11]([CH2:12][C:13]2[N:18]3[CH:19]=[CH:20][N:21]=[C:17]3[C:16]([CH2:22][C:23]([OH:25])=[O:24])=[CH:15][N:14]=2)=[CH:10][CH:9]=1)=[O:6]. The catalyst class is: 5. (4) Reactant: [Cl:1][C:2]1[CH:34]=[CH:33][C:5]([CH2:6][CH:7]2[CH2:11][CH2:10][C:9]([CH2:13][CH2:14]OS(C3C=CC(C)=CC=3)(=O)=O)([CH3:12])[C:8]2([OH:32])[CH2:26][N:27]2[CH:31]=[N:30][CH:29]=[N:28]2)=[CH:4][CH:3]=1.CN(C=O)C.[Cl-:40].[Li+]. Product: [Cl:1][C:2]1[CH:3]=[CH:4][C:5]([CH2:6][CH:7]2[C:8]([CH2:26][N:27]3[CH:31]=[N:30][CH:29]=[N:28]3)([OH:32])[C:9]([CH2:12][Cl:40])([CH2:13][CH3:14])[CH2:10][CH2:11]2)=[CH:33][CH:34]=1. The catalyst class is: 6. (5) Reactant: CN(C)C([S:5][C:6]1[CH:11]=[CH:10][C:9]([CH2:12][C:13]([O:15]C)=[O:14])=[CH:8][CH:7]=1)=O.[OH-].[K+].Cl. Product: [SH:5][C:6]1[CH:7]=[CH:8][C:9]([CH2:12][C:13]([OH:15])=[O:14])=[CH:10][CH:11]=1. The catalyst class is: 40. (6) Reactant: C(O[CH:4](OCC)[CH2:5][O:6][C:7]1[CH:12]=[CH:11][C:10]([F:13])=[CH:9][CH:8]=1)C. Product: [F:13][C:10]1[CH:9]=[CH:8][C:7]2[O:6][CH:5]=[CH:4][C:12]=2[CH:11]=1. The catalyst class is: 48. (7) Reactant: Cl[C:2]1[N:7]=[CH:6][C:5]([C:8]2[O:12][N:11]=[C:10]([C:13]3[N:18]=[C:17]([N:19]([CH3:26])[C:20]4[CH:25]=[CH:24][CH:23]=[CH:22][CH:21]=4)[N:16]=[C:15]([NH2:27])[N:14]=3)[N:9]=2)=[CH:4][CH:3]=1.[CH:28]([NH2:31])([CH3:30])[CH3:29].CCN(C(C)C)C(C)C. Product: [CH3:26][N:19]([C:20]1[CH:25]=[CH:24][CH:23]=[CH:22][CH:21]=1)[C:17]1[N:16]=[C:15]([NH2:27])[N:14]=[C:13]([C:10]2[N:9]=[C:8]([C:5]3[CH:6]=[N:7][C:2]([NH:31][CH:28]([CH3:30])[CH3:29])=[CH:3][CH:4]=3)[O:12][N:11]=2)[N:18]=1. The catalyst class is: 14. (8) Reactant: [Cl:1][C:2]1[C:8]([Cl:9])=[CH:7][CH:6]=[CH:5][C:3]=1[NH2:4].[OH-].[Na+].[Cl:12][CH2:13][C:14](Cl)=[O:15]. Product: [Cl:12][CH2:13][C:14]([NH:4][C:3]1[CH:5]=[CH:6][CH:7]=[C:8]([Cl:9])[C:2]=1[Cl:1])=[O:15]. The catalyst class is: 2. (9) Reactant: [O:1]1[CH2:6][CH2:5][CH:4]([NH:7][NH:8]C(OC(C)(C)C)=O)[CH2:3][CH2:2]1.FC(F)(F)C(O)=O.F[C:24]1[C:29]([C:30](=O)[CH2:31][CH3:32])=[CH:28][CH:27]=[C:26]([F:34])[N:25]=1. Product: [CH2:31]([C:30]1[C:29]2[C:24](=[N:25][C:26]([F:34])=[CH:27][CH:28]=2)[N:7]([CH:4]2[CH2:5][CH2:6][O:1][CH2:2][CH2:3]2)[N:8]=1)[CH3:32]. The catalyst class is: 4. (10) Reactant: ClC1C=[C:4]([NH:16][C:17]2[C:26]3[C:21](=[CH:22][CH:23]=[CH:24][C:25]=3[O:27][CH2:28][CH2:29][NH:30][CH2:31][CH2:32][OH:33])[N:20]=[CH:19][N:18]=2)[CH:5]=[CH:6][C:7]=1[O:8][CH2:9][C:10]1[CH:15]=[CH:14][CH:13]=[CH:12][N:11]=1.C([O:37][CH2:38][C:39](Cl)=[O:40])(=O)C.[CH3:42]CN(C(C)C)C(C)C.N.[CH2:52]([Cl:54])Cl. Product: [Cl:54][C:52]1[CH:42]=[C:4]([NH:16][C:17]2[C:26]3[C:21](=[CH:22][CH:23]=[CH:24][C:25]=3[O:27][CH2:28][CH2:29][N:30]([CH2:31][CH2:32][OH:33])[C:38](=[O:37])[CH2:39][OH:40])[N:20]=[CH:19][N:18]=2)[CH:5]=[CH:6][C:7]=1[O:8][CH2:9][C:10]1[CH:15]=[CH:14][CH:13]=[CH:12][N:11]=1. The catalyst class is: 5.